This data is from Full USPTO retrosynthesis dataset with 1.9M reactions from patents (1976-2016). The task is: Predict the reactants needed to synthesize the given product. (1) Given the product [F:1][CH2:2][CH2:3][O:4][C:36]1[CH:38]=[CH:39][C:31]([CH:30]=[O:29])=[CH:32][C:33]=1[O:34][CH3:35], predict the reactants needed to synthesize it. The reactants are: [F:1][CH2:2][CH2:3][OH:4].C(N(CC)C(C)C)(C)C.O(S(C(F)(F)F)(=O)=O)S(C(F)(F)F)(=O)=O.[O:29]=[CH:30][C:31]1[CH:39]=[CH:38][C:36](O)=[C:33]([O:34][CH3:35])[CH:32]=1. (2) Given the product [CH3:20][C:19]1[CH:18]=[CH:17][C:16]([NH:21][C:22](=[O:33])[C:23]2[CH:28]=[CH:27][CH:26]=[C:25]([C:29]([F:30])([F:31])[F:32])[CH:24]=2)=[CH:15][C:14]=1[C:7]1[C:8](=[O:13])[N:9]([CH3:12])[C:10]2[C:5]([CH:6]=1)=[CH:4][N:3]=[C:2]([NH:47][C:43]1[CH:44]=[CH:45][CH:46]=[C:41]([N:38]3[CH2:37][CH2:36][N:35]([CH3:34])[CH2:40][CH2:39]3)[CH:42]=1)[CH:11]=2, predict the reactants needed to synthesize it. The reactants are: Cl[C:2]1[CH:11]=[C:10]2[C:5]([CH:6]=[C:7]([C:14]3[CH:15]=[C:16]([NH:21][C:22](=[O:33])[C:23]4[CH:28]=[CH:27][CH:26]=[C:25]([C:29]([F:32])([F:31])[F:30])[CH:24]=4)[CH:17]=[CH:18][C:19]=3[CH3:20])[C:8](=[O:13])[N:9]2[CH3:12])=[CH:4][N:3]=1.[CH3:34][N:35]1[CH2:40][CH2:39][N:38]([C:41]2[CH:42]=[C:43]([NH2:47])[CH:44]=[CH:45][CH:46]=2)[CH2:37][CH2:36]1.[Cl-].C(C1C=CC=C(CCC)C=1[N+]1C=CN(C2C(CCC)=CC=CC=2CCC)C=1)CC. (3) Given the product [C:1]([O:4][C@@H:5]1[C@H:9]([O:10][C:11](=[O:13])[CH3:12])[C@@H:8]([CH2:14][O:15][S:21](=[O:23])(=[O:22])[NH2:24])[O:7][C@H:6]1[O:16][C:17](=[O:19])[CH3:18])(=[O:3])[CH3:2], predict the reactants needed to synthesize it. The reactants are: [C:1]([O:4][C@@H:5]1[C@H:9]([O:10][C:11](=[O:13])[CH3:12])[C@@H:8]([CH2:14][OH:15])[O:7][C@H:6]1[O:16][C:17](=[O:19])[CH3:18])(=[O:3])[CH3:2].Cl[S:21]([NH2:24])(=[O:23])=[O:22]. (4) Given the product [Br:19][CH2:17][C:3]1[CH:4]=[C:5]([CH2:8][CH2:9][C:10]([O:12][C:13]([CH3:16])([CH3:15])[CH3:14])=[O:11])[CH:6]=[CH:7][C:2]=1[Cl:1], predict the reactants needed to synthesize it. The reactants are: [Cl:1][C:2]1[CH:7]=[CH:6][C:5]([CH2:8][CH2:9][C:10]([O:12][C:13]([CH3:16])([CH3:15])[CH3:14])=[O:11])=[CH:4][C:3]=1[CH2:17]O.[Br:19]P(Br)(C1C=CC=CC=1)(C1C=CC=CC=1)C1C=CC=CC=1.